This data is from Reaction yield outcomes from USPTO patents with 853,638 reactions. The task is: Predict the reaction yield, written as a fraction of the theoretical maximum amount of product (1.0 means a 100% yield; for example, 0.34 means a 34% yield). (1) The reactants are C1(C(C2C=CC=CC=2)[N:8]2[C:16]3[C:11](=[CH:12][CH:13]=[CH:14][CH:15]=3)[C:10]3([C:24]4[C:19](=[CH:20][N:21]=[C:22]([O:25][CH3:26])[CH:23]=4)[O:18][CH2:17]3)[C:9]2=[O:27])C=CC=CC=1.C([SiH](CC)CC)C. The catalyst is FC(F)(F)C(O)=O. The product is [CH3:26][O:25][C:22]1[CH:23]=[C:24]2[C:10]3([C:11]4[C:16](=[CH:15][CH:14]=[CH:13][CH:12]=4)[NH:8][C:9]3=[O:27])[CH2:17][O:18][C:19]2=[CH:20][N:21]=1. The yield is 0.500. (2) The reactants are [Cl:1][C:2]1[CH:7]=[N:6][CH:5]=[C:4]([Sn](CCCC)(CCCC)CCCC)[N:3]=1.I[C:22]1[C:30]2[C:25](=[CH:26][CH:27]=[C:28]([C:31]3[O:35][C:34]([NH:36][CH2:37][C:38]4[CH:43]=[CH:42][C:41]([O:44][CH3:45])=[CH:40][CH:39]=4)=[N:33][N:32]=3)[CH:29]=2)[N:24]([S:46]([C:49]2[CH:55]=[CH:54][C:52]([CH3:53])=[CH:51][CH:50]=2)(=[O:48])=[O:47])[CH:23]=1.CN(C=O)C. The catalyst is C(Cl)Cl.[Cu]I.C1C=CC([P]([Pd]([P](C2C=CC=CC=2)(C2C=CC=CC=2)C2C=CC=CC=2)([P](C2C=CC=CC=2)(C2C=CC=CC=2)C2C=CC=CC=2)[P](C2C=CC=CC=2)(C2C=CC=CC=2)C2C=CC=CC=2)(C2C=CC=CC=2)C2C=CC=CC=2)=CC=1. The product is [Cl:1][C:2]1[N:3]=[C:4]([C:22]2[C:30]3[C:25](=[CH:26][CH:27]=[C:28]([C:31]4[O:35][C:34]([NH:36][CH2:37][C:38]5[CH:39]=[CH:40][C:41]([O:44][CH3:45])=[CH:42][CH:43]=5)=[N:33][N:32]=4)[CH:29]=3)[N:24]([S:46]([C:49]3[CH:50]=[CH:51][C:52]([CH3:53])=[CH:54][CH:55]=3)(=[O:48])=[O:47])[CH:23]=2)[CH:5]=[N:6][CH:7]=1. The yield is 0.490. (3) The reactants are [CH2:1](O)[CH2:2]CCO.C(O[Si](C)(C)C)(C)C.[Cl:15][C:16]1[CH:21]=[C:20]([F:22])[CH:19]=[CH:18][C:17]=1[NH:23][S:24]([CH:27]1[C:32]([C:33]([O:35][CH2:36][CH3:37])=[O:34])=[CH:31][C:30]([O:40][CH3:41])([O:38][CH3:39])[CH2:29][CH2:28]1)(=[O:26])=[O:25].FC(F)(F)S(O[Si](C)(C)C)(=O)=O.C(=O)([O-])O.[Na+]. The catalyst is ClCCl. The product is [Cl:15][C:16]1[CH:21]=[C:20]([F:22])[CH:19]=[CH:18][C:17]=1[NH:23][S:24]([CH:27]1[CH2:28][CH2:29][C:30]2([O:38][CH2:39][CH2:2][CH2:1][CH2:41][O:40]2)[CH:31]=[C:32]1[C:33]([O:35][CH2:36][CH3:37])=[O:34])(=[O:25])=[O:26]. The yield is 0.0300. (4) The reactants are [N:1]1([CH2:6][C:7]2[CH:12]=[CH:11][C:10]([C:13]3[CH:17]=[C:16]([CH2:18][CH:19]([CH3:21])[CH3:20])[S:15][C:14]=3[S:22]([NH2:25])(=[O:24])=[O:23])=[CH:9][CH:8]=2)[CH:5]=[CH:4][N:3]=[CH:2]1.N1(C2C=CC=CN=2)CCCC1.Cl[C:38]([O:40][CH2:41][CH:42]([CH3:44])[CH3:43])=[O:39]. The catalyst is N1C=CC=CC=1. The product is [CH2:41]([O:40][C:38]([NH:25][S:22]([C:14]1[S:15][C:16]([CH2:18][CH:19]([CH3:21])[CH3:20])=[CH:17][C:13]=1[C:10]1[CH:11]=[CH:12][C:7]([CH2:6][N:1]2[CH:5]=[CH:4][N:3]=[CH:2]2)=[CH:8][CH:9]=1)(=[O:24])=[O:23])=[O:39])[CH:42]([CH3:44])[CH3:43]. The yield is 0.710. (5) The yield is 0.940. The product is [OH:13][B:10]1[C:9]2[CH:14]=[C:5]([CH2:4][NH:1][C:31](=[O:32])[O:30][C:27]([CH3:29])([CH3:28])[CH3:26])[CH:6]=[CH:7][C:8]=2[CH2:12][O:11]1. The catalyst is C1COCC1.O.C([O-])(O)=O.[Na+].CC(C)=O. The reactants are [N:1]([CH2:4][C:5]1[CH:6]=[CH:7][C:8]2[CH2:12][O:11][B:10]([OH:13])[C:9]=2[CH:14]=1)=[N+]=[N-].P(C)(C)C.C1COCC1.[OH-].[Na+].[CH3:26][C:27]([O:30][C:31](O[C:31]([O:30][C:27]([CH3:29])([CH3:28])[CH3:26])=[O:32])=[O:32])([CH3:29])[CH3:28]. (6) The reactants are [Cl:1][C:2]1[N:7]=[C:6]([CH3:8])[N:5]=[C:4]([NH2:9])[CH:3]=1.N1C=CC=CC=1.[C:16](OC(=O)C)(=[O:18])[CH3:17]. The catalyst is C([O-])(O)=O.[Na+]. The product is [Cl:1][C:2]1[N:7]=[C:6]([CH3:8])[N:5]=[C:4]([NH:9][C:16](=[O:18])[CH3:17])[CH:3]=1. The yield is 0.710. (7) The reactants are C(OC([N:8]1[CH2:13][CH2:12][CH:11]([C:14]2[N:15]([CH3:40])[C:16]3[C:21]([N:22]=2)=[C:20]([N:23]2[CH2:28][CH2:27][O:26][CH2:25][CH2:24]2)[N:19]=[C:18]([N:29]2[C:33]4[CH:34]=[CH:35][CH:36]=[CH:37][C:32]=4[N:31]=[C:30]2[CH2:38][CH3:39])[N:17]=3)[CH2:10][CH2:9]1)=O)(C)(C)C.[ClH:41].CCOCC. The catalyst is C(Cl)Cl.CO.O1CCOCC1. The product is [ClH:41].[CH2:38]([C:30]1[N:29]([C:18]2[N:17]=[C:16]3[C:21]([N:22]=[C:14]([CH:11]4[CH2:10][CH2:9][NH:8][CH2:13][CH2:12]4)[N:15]3[CH3:40])=[C:20]([N:23]3[CH2:24][CH2:25][O:26][CH2:27][CH2:28]3)[N:19]=2)[C:33]2[CH:34]=[CH:35][CH:36]=[CH:37][C:32]=2[N:31]=1)[CH3:39]. The yield is 0.930. (8) The reactants are [H-].[Na+].[CH3:3][S:4][C:5]1[CH:10]=[CH:9][CH:8]=[CH:7][C:6]=1[C:11]1[NH:15][CH:14]=[C:13]([CH:16]=[O:17])[CH:12]=1.C1OCCOCCOCCOCCOC1.[N:33]1[CH:38]=[CH:37][CH:36]=[C:35]([S:39](Cl)(=[O:41])=[O:40])[CH:34]=1. The catalyst is O1CCCC1.O. The product is [CH3:3][S:4][C:5]1[CH:10]=[CH:9][CH:8]=[CH:7][C:6]=1[C:11]1[N:15]([S:39]([C:35]2[CH:34]=[N:33][CH:38]=[CH:37][CH:36]=2)(=[O:41])=[O:40])[CH:14]=[C:13]([CH:16]=[O:17])[CH:12]=1. The yield is 0.690.